Dataset: Peptide-MHC class I binding affinity with 185,985 pairs from IEDB/IMGT. Task: Regression. Given a peptide amino acid sequence and an MHC pseudo amino acid sequence, predict their binding affinity value. This is MHC class I binding data. (1) The peptide sequence is RYPGVMYAF. The MHC is HLA-C15:02 with pseudo-sequence HLA-C15:02. The binding affinity (normalized) is 0.0847. (2) The peptide sequence is LDFVRFMGV. The MHC is HLA-B07:02 with pseudo-sequence HLA-B07:02. The binding affinity (normalized) is 0. (3) The binding affinity (normalized) is 0.0847. The MHC is HLA-A23:01 with pseudo-sequence HLA-A23:01. The peptide sequence is NVMDPMHGA. (4) The peptide sequence is ITDVTTLVV. The MHC is HLA-A30:02 with pseudo-sequence HLA-A30:02. The binding affinity (normalized) is 0.519. (5) The peptide sequence is LDSLRDLI. The MHC is Mamu-B01 with pseudo-sequence Mamu-B01. The binding affinity (normalized) is 0.526.